Predict the reaction yield, written as a fraction of the theoretical maximum amount of product (1.0 means a 100% yield; for example, 0.34 means a 34% yield). From a dataset of Reaction yield outcomes from USPTO patents with 853,638 reactions. The product is [Cl:1][C:2]1[CH:7]=[C:6]([CH2:17][CH3:18])[N:5]=[C:4]([NH2:9])[CH:3]=1. The reactants are [Cl:1][C:2]1[CH:7]=[C:6](Cl)[N:5]=[C:4]([NH2:9])[CH:3]=1.C([O-])([O-])=O.[K+].[K+].[Zn](CC)[CH2:17][CH3:18]. The catalyst is C1COCC1.C1C=CC(P(C2C=CC=CC=2)[C-]2C=CC=C2)=CC=1.C1C=CC(P(C2C=CC=CC=2)[C-]2C=CC=C2)=CC=1.Cl[Pd]Cl.[Fe+2].C(Cl)Cl. The yield is 0.330.